From a dataset of NCI-60 drug combinations with 297,098 pairs across 59 cell lines. Regression. Given two drug SMILES strings and cell line genomic features, predict the synergy score measuring deviation from expected non-interaction effect. (1) Drug 1: CC1C(C(CC(O1)OC2CC(CC3=C2C(=C4C(=C3O)C(=O)C5=C(C4=O)C(=CC=C5)OC)O)(C(=O)C)O)N)O.Cl. Drug 2: CCN(CC)CCCC(C)NC1=C2C=C(C=CC2=NC3=C1C=CC(=C3)Cl)OC. Cell line: MCF7. Synergy scores: CSS=21.6, Synergy_ZIP=-6.38, Synergy_Bliss=-4.60, Synergy_Loewe=-12.3, Synergy_HSA=-3.54. (2) Drug 1: CN(C)C1=NC(=NC(=N1)N(C)C)N(C)C. Drug 2: CC1=C(C(=CC=C1)Cl)NC(=O)C2=CN=C(S2)NC3=CC(=NC(=N3)C)N4CCN(CC4)CCO. Cell line: HOP-62. Synergy scores: CSS=17.4, Synergy_ZIP=-2.65, Synergy_Bliss=-1.42, Synergy_Loewe=-21.4, Synergy_HSA=-0.547. (3) Drug 1: CC1=C(C(CCC1)(C)C)C=CC(=CC=CC(=CC(=O)O)C)C. Drug 2: CCC(=C(C1=CC=CC=C1)C2=CC=C(C=C2)OCCN(C)C)C3=CC=CC=C3.C(C(=O)O)C(CC(=O)O)(C(=O)O)O. Cell line: MDA-MB-435. Synergy scores: CSS=0.402, Synergy_ZIP=1.29, Synergy_Bliss=-0.545, Synergy_Loewe=-6.93, Synergy_HSA=-0.00701. (4) Drug 1: CC(C1=C(C=CC(=C1Cl)F)Cl)OC2=C(N=CC(=C2)C3=CN(N=C3)C4CCNCC4)N. Drug 2: C(CN)CNCCSP(=O)(O)O. Cell line: COLO 205. Synergy scores: CSS=14.9, Synergy_ZIP=-3.56, Synergy_Bliss=-0.884, Synergy_Loewe=-12.8, Synergy_HSA=-3.79. (5) Drug 1: C1=NC2=C(N=C(N=C2N1C3C(C(C(O3)CO)O)O)F)N. Drug 2: CC1=C(N=C(N=C1N)C(CC(=O)N)NCC(C(=O)N)N)C(=O)NC(C(C2=CN=CN2)OC3C(C(C(C(O3)CO)O)O)OC4C(C(C(C(O4)CO)O)OC(=O)N)O)C(=O)NC(C)C(C(C)C(=O)NC(C(C)O)C(=O)NCCC5=NC(=CS5)C6=NC(=CS6)C(=O)NCCC[S+](C)C)O. Cell line: KM12. Synergy scores: CSS=23.8, Synergy_ZIP=-7.03, Synergy_Bliss=-4.33, Synergy_Loewe=-19.6, Synergy_HSA=-2.16. (6) Drug 1: CNC(=O)C1=CC=CC=C1SC2=CC3=C(C=C2)C(=NN3)C=CC4=CC=CC=N4. Drug 2: C1=CC(=CC=C1CC(C(=O)O)N)N(CCCl)CCCl.Cl. Cell line: MCF7. Synergy scores: CSS=17.2, Synergy_ZIP=-7.51, Synergy_Bliss=-1.22, Synergy_Loewe=-5.80, Synergy_HSA=-1.40.